From a dataset of NCI-60 drug combinations with 297,098 pairs across 59 cell lines. Regression. Given two drug SMILES strings and cell line genomic features, predict the synergy score measuring deviation from expected non-interaction effect. (1) Drug 1: C1=C(C(=O)NC(=O)N1)F. Drug 2: C1=CC(=CC=C1CCCC(=O)O)N(CCCl)CCCl. Cell line: SNB-19. Synergy scores: CSS=41.7, Synergy_ZIP=-0.410, Synergy_Bliss=2.36, Synergy_Loewe=3.72, Synergy_HSA=6.83. (2) Drug 1: CC1=C(N=C(N=C1N)C(CC(=O)N)NCC(C(=O)N)N)C(=O)NC(C(C2=CN=CN2)OC3C(C(C(C(O3)CO)O)O)OC4C(C(C(C(O4)CO)O)OC(=O)N)O)C(=O)NC(C)C(C(C)C(=O)NC(C(C)O)C(=O)NCCC5=NC(=CS5)C6=NC(=CS6)C(=O)NCCC[S+](C)C)O. Drug 2: C(CCl)NC(=O)N(CCCl)N=O. Cell line: NCI-H460. Synergy scores: CSS=68.9, Synergy_ZIP=3.07, Synergy_Bliss=5.62, Synergy_Loewe=-29.0, Synergy_HSA=6.87. (3) Drug 1: C1CC(=O)NC(=O)C1N2CC3=C(C2=O)C=CC=C3N. Drug 2: CC1C(C(CC(O1)OC2CC(CC3=C2C(=C4C(=C3O)C(=O)C5=C(C4=O)C(=CC=C5)OC)O)(C(=O)CO)O)N)O.Cl. Cell line: SR. Synergy scores: CSS=47.0, Synergy_ZIP=2.19, Synergy_Bliss=3.33, Synergy_Loewe=3.62, Synergy_HSA=5.76. (4) Drug 1: CN1C(=O)N2C=NC(=C2N=N1)C(=O)N. Drug 2: C1=NNC2=C1C(=O)NC=N2. Cell line: LOX IMVI. Synergy scores: CSS=3.23, Synergy_ZIP=1.30, Synergy_Bliss=3.72, Synergy_Loewe=2.54, Synergy_HSA=2.70. (5) Drug 1: C1C(C(OC1N2C=NC3=C(N=C(N=C32)Cl)N)CO)O. Drug 2: CCC1(C2=C(COC1=O)C(=O)N3CC4=CC5=C(C=CC(=C5CN(C)C)O)N=C4C3=C2)O.Cl. Cell line: MALME-3M. Synergy scores: CSS=31.4, Synergy_ZIP=-9.38, Synergy_Bliss=-5.04, Synergy_Loewe=-2.82, Synergy_HSA=-2.45. (6) Drug 1: CC12CCC(CC1=CCC3C2CCC4(C3CC=C4C5=CN=CC=C5)C)O. Drug 2: C1CCC(C1)C(CC#N)N2C=C(C=N2)C3=C4C=CNC4=NC=N3. Cell line: MALME-3M. Synergy scores: CSS=9.05, Synergy_ZIP=-0.770, Synergy_Bliss=5.65, Synergy_Loewe=3.48, Synergy_HSA=3.71. (7) Drug 1: C1CN(CCN1C(=O)CCBr)C(=O)CCBr. Drug 2: C1CCC(C(C1)N)N.C(=O)(C(=O)[O-])[O-].[Pt+4]. Cell line: ACHN. Synergy scores: CSS=49.3, Synergy_ZIP=-9.33, Synergy_Bliss=-0.962, Synergy_Loewe=-0.928, Synergy_HSA=0.799. (8) Drug 1: COC1=C(C=C2C(=C1)N=CN=C2NC3=CC(=C(C=C3)F)Cl)OCCCN4CCOCC4. Drug 2: C1CNP(=O)(OC1)N(CCCl)CCCl. Cell line: OVCAR3. Synergy scores: CSS=32.7, Synergy_ZIP=7.34, Synergy_Bliss=7.40, Synergy_Loewe=-23.8, Synergy_HSA=0.869. (9) Drug 1: CC1=C(C=C(C=C1)NC2=NC=CC(=N2)N(C)C3=CC4=NN(C(=C4C=C3)C)C)S(=O)(=O)N.Cl. Drug 2: CS(=O)(=O)CCNCC1=CC=C(O1)C2=CC3=C(C=C2)N=CN=C3NC4=CC(=C(C=C4)OCC5=CC(=CC=C5)F)Cl. Cell line: PC-3. Synergy scores: CSS=9.85, Synergy_ZIP=6.96, Synergy_Bliss=8.92, Synergy_Loewe=12.6, Synergy_HSA=9.43.